Dataset: NCI-60 drug combinations with 297,098 pairs across 59 cell lines. Task: Regression. Given two drug SMILES strings and cell line genomic features, predict the synergy score measuring deviation from expected non-interaction effect. (1) Drug 1: C(=O)(N)NO. Drug 2: CC(C)(C#N)C1=CC(=CC(=C1)CN2C=NC=N2)C(C)(C)C#N. Cell line: MOLT-4. Synergy scores: CSS=3.56, Synergy_ZIP=0.341, Synergy_Bliss=5.76, Synergy_Loewe=-0.169, Synergy_HSA=0.0776. (2) Drug 1: C1=CC(=C(C=C1I)F)NC2=C(C=CC(=C2F)F)C(=O)NOCC(CO)O. Drug 2: CCC1=C2CN3C(=CC4=C(C3=O)COC(=O)C4(CC)O)C2=NC5=C1C=C(C=C5)O. Cell line: UACC62. Synergy scores: CSS=56.5, Synergy_ZIP=-3.28, Synergy_Bliss=-4.06, Synergy_Loewe=-0.681, Synergy_HSA=2.27. (3) Drug 1: CC=C1C(=O)NC(C(=O)OC2CC(=O)NC(C(=O)NC(CSSCCC=C2)C(=O)N1)C(C)C)C(C)C. Drug 2: C(CCl)NC(=O)N(CCCl)N=O. Cell line: CAKI-1. Synergy scores: CSS=66.9, Synergy_ZIP=0.582, Synergy_Bliss=-0.541, Synergy_Loewe=-24.9, Synergy_HSA=1.67. (4) Drug 1: CC1CCC2CC(C(=CC=CC=CC(CC(C(=O)C(C(C(=CC(C(=O)CC(OC(=O)C3CCCCN3C(=O)C(=O)C1(O2)O)C(C)CC4CCC(C(C4)OC)OCCO)C)C)O)OC)C)C)C)OC. Drug 2: CN(CC1=CN=C2C(=N1)C(=NC(=N2)N)N)C3=CC=C(C=C3)C(=O)NC(CCC(=O)O)C(=O)O. Cell line: HL-60(TB). Synergy scores: CSS=48.4, Synergy_ZIP=0.260, Synergy_Bliss=-2.05, Synergy_Loewe=-8.25, Synergy_HSA=-3.29.